From a dataset of Forward reaction prediction with 1.9M reactions from USPTO patents (1976-2016). Predict the product of the given reaction. (1) Given the reactants Cl[C:2]1[C:11]2[C:6](=[CH:7][CH:8]=[CH:9][CH:10]=2)[C:5]([Cl:12])=[N:4][N:3]=1.[CH3:13][C:14]1[CH:15]=[C:16](B(O)O)[S:17][CH:18]=1.C(=O)([O-])[O-].[Na+].[Na+].O1CCOCC1, predict the reaction product. The product is: [Cl:12][C:5]1[C:6]2[C:11](=[CH:10][CH:9]=[CH:8][CH:7]=2)[C:2]([C:16]2[S:17][CH:18]=[C:14]([CH3:13])[CH:15]=2)=[N:3][N:4]=1. (2) Given the reactants [Cl:1][CH2:2][C:3]1[N:8]=[C:7]([CH2:9][C:10]#[N:11])[CH:6]=[CH:5][CH:4]=1.[NH2:12][C:13]([NH2:15])=[S:14], predict the reaction product. The product is: [ClH:1].[C:10]([CH2:9][C:7]1[N:8]=[C:3]([CH2:2][S:14][C:13](=[NH:12])[NH2:15])[CH:4]=[CH:5][CH:6]=1)#[N:11]. (3) Given the reactants [Cl:1][C:2]1[N:10]=[CH:9][C:8]([F:11])=[CH:7][C:3]=1[C:4]([OH:6])=[O:5].S(=O)(=O)(O)O.[OH-].[Na+].[CH3:19]O, predict the reaction product. The product is: [Cl:1][C:2]1[N:10]=[CH:9][C:8]([F:11])=[CH:7][C:3]=1[C:4]([O:6][CH3:19])=[O:5].